Dataset: Full USPTO retrosynthesis dataset with 1.9M reactions from patents (1976-2016). Task: Predict the reactants needed to synthesize the given product. (1) Given the product [C:1](=[O:20])([O:18][CH3:19])[O:2][C:3]1[CH:8]=[C:7]([NH2:9])[C:6]([Br:12])=[CH:5][C:4]=1[CH:13]1[CH2:17][CH2:16][CH2:15][CH2:14]1, predict the reactants needed to synthesize it. The reactants are: [C:1](=[O:20])([O:18][CH3:19])[O:2][C:3]1[CH:8]=[C:7]([N+:9]([O-])=O)[C:6]([Br:12])=[CH:5][C:4]=1[CH:13]1[CH2:17][CH2:16][CH2:15][CH2:14]1. (2) Given the product [O:105]=[C:102]1[CH:103]=[CH:104][C:100](=[O:99])[N:101]1[CH2:106][CH2:107][CH2:108][CH2:109][CH2:110][C:111]([NH:113][NH:114][C:1](=[O:2])[CH2:4][CH2:5][CH2:6][N:7]([CH3:66])[C@H:8]([C:12]([NH:14][C@H:15]([C:19]([N:21]([C@@H:23]([C@@H:62]([CH3:65])[CH2:63][CH3:64])[C@H:24]([O:60][CH3:61])[CH2:25][C:26]([N:28]1[CH2:32][CH2:31][CH2:30][C@H:29]1[C@H:33]([O:58][CH3:59])[C@@H:34]([CH3:57])[C:35]([NH:37][C@@H:38]([C@H:49]([C:51]1[CH:56]=[CH:55][CH:54]=[CH:53][CH:52]=1)[CH3:50])[C:39]([O:41][CH2:42][C:43]1[CH:48]=[CH:47][CH:46]=[CH:45][CH:44]=1)=[O:40])=[O:36])=[O:27])[CH3:22])=[O:20])[CH:16]([CH3:17])[CH3:18])=[O:13])[CH:9]([CH3:10])[CH3:11])=[O:112], predict the reactants needed to synthesize it. The reactants are: [C:1]([CH2:4][CH2:5][CH2:6][N:7]([CH3:66])[C@H:8]([C:12]([NH:14][C@H:15]([C:19]([N:21]([C@@H:23]([C@@H:62]([CH3:65])[CH2:63][CH3:64])[C@H:24]([O:60][CH3:61])[CH2:25][C:26]([N:28]1[CH2:32][CH2:31][CH2:30][C@H:29]1[C@H:33]([O:58][CH3:59])[C@@H:34]([CH3:57])[C:35]([NH:37][C@@H:38]([C@H:49]([C:51]1[CH:56]=[CH:55][CH:54]=[CH:53][CH:52]=1)[CH3:50])[C:39]([O:41][CH2:42][C:43]1[CH:48]=[CH:47][CH:46]=[CH:45][CH:44]=1)=[O:40])=[O:36])=[O:27])[CH3:22])=[O:20])[CH:16]([CH3:18])[CH3:17])=[O:13])[CH:9]([CH3:11])[CH3:10])(O)=[O:2].Cl.CN(C)CCCN=C=NCC.O.ON1C2C=CC=CC=2N=N1.C(N(CC)C(C)C)(C)C.[O:99]=[C:100]1[CH:104]=[CH:103][C:102](=[O:105])[N:101]1[CH2:106][CH2:107][CH2:108][CH2:109][CH2:110][C:111]([NH:113][NH2:114])=[O:112]. (3) Given the product [Br:1][C:2]1[CH:3]=[C:4]([CH:8]=[C:9]([C:11](=[O:14])[NH:12][CH3:13])[CH:10]=1)[C:5]([NH:27][C:28]1[CH:33]=[CH:32][CH:31]=[CH:30][C:29]=1[CH2:34][C:35]([O:37][CH3:38])=[O:36])=[O:6], predict the reactants needed to synthesize it. The reactants are: [Br:1][C:2]1[CH:3]=[C:4]([CH:8]=[C:9]([C:11](=[O:14])[NH:12][CH3:13])[CH:10]=1)[C:5](O)=[O:6].C(Cl)(=O)C(Cl)=O.CN(C=O)C.Cl.[NH2:27][C:28]1[CH:33]=[CH:32][CH:31]=[CH:30][C:29]=1[CH2:34][C:35]([O:37][CH3:38])=[O:36].